Dataset: Peptide-MHC class II binding affinity with 134,281 pairs from IEDB. Task: Regression. Given a peptide amino acid sequence and an MHC pseudo amino acid sequence, predict their binding affinity value. This is MHC class II binding data. (1) The peptide sequence is LHDLKIAIANIIDEI. The MHC is HLA-DQA10401-DQB10402 with pseudo-sequence HLA-DQA10401-DQB10402. The binding affinity (normalized) is 0.491. (2) The peptide sequence is VDGNPTVDIEEAPEM. The MHC is DRB1_0901 with pseudo-sequence DRB1_0901. The binding affinity (normalized) is 0. (3) The peptide sequence is KFPKFNRVFEIEFDI. The MHC is HLA-DPA10201-DPB10101 with pseudo-sequence HLA-DPA10201-DPB10101. The binding affinity (normalized) is 0.412. (4) The peptide sequence is WIQKETLVTFKNPHA. The MHC is DRB1_1501 with pseudo-sequence DRB1_1501. The binding affinity (normalized) is 0.872. (5) The peptide sequence is PSNVASHVRVNVYLS. The MHC is DRB1_0401 with pseudo-sequence DRB1_0401. The binding affinity (normalized) is 0.238. (6) The peptide sequence is EGKIILVAVHVASGYIE. The MHC is DRB3_0101 with pseudo-sequence DRB3_0101. The binding affinity (normalized) is 0.405. (7) The peptide sequence is LGGLWTAVSPHLSPL. The MHC is DRB3_0202 with pseudo-sequence DRB3_0202. The binding affinity (normalized) is 0.471. (8) The peptide sequence is EQQWNFAGIEAAASA. The MHC is DRB1_0804 with pseudo-sequence QEFFIASGAAVDAIMESGFDYYDFDRLTYHVVFT. The binding affinity (normalized) is 0.574.